Binary Classification. Given a drug SMILES string, predict its activity (active/inactive) in a high-throughput screening assay against a specified biological target. From a dataset of Serine/threonine kinase 33 screen with 319,792 compounds. (1) The result is 0 (inactive). The molecule is S(=O)(=O)(N1CCc2c1ccc(c2)c1nc(sc1C)NC(=O)CN(C1CCCCC1)C)c1ccccc1. (2) The drug is S(Cc1c(cccc1)C)c1nn2c(nnc2c2ncccc2)cc1. The result is 0 (inactive). (3) The compound is Brc1oc(C(=O)Nc2snc(n2)CC(=O)C)cc1. The result is 0 (inactive). (4) The molecule is O=C(Nc1cccnc1)C(C)C. The result is 0 (inactive). (5) The molecule is Clc1c(cc(N\N=C2\CC(CCC2)C)cc1)C(O)=O. The result is 0 (inactive). (6) The drug is O(CCn1ncc2c(c1=O)c(OC)c(OC)cc2)c1c(OCC)cccc1. The result is 0 (inactive). (7) The molecule is Oc1c(CN2CCN(CC2)c2ccccc2)cc(cc1OC)/C=C\C. The result is 0 (inactive).